Dataset: Full USPTO retrosynthesis dataset with 1.9M reactions from patents (1976-2016). Task: Predict the reactants needed to synthesize the given product. (1) Given the product [NH2:6][C:5]1[N:22]([C:18]2[CH:19]=[CH:20][CH:21]=[C:16]([O:15][C:14]([F:26])([F:13])[F:27])[CH:17]=2)[C:23](=[S:24])[NH:25][C:8](=[O:9])[CH:7]=1, predict the reactants needed to synthesize it. The reactants are: [O-]CC.[Na+].[C:5]([CH2:7][C:8](OCC)=[O:9])#[N:6].[F:13][C:14]([F:27])([F:26])[O:15][C:16]1[CH:17]=[C:18]([NH:22][C:23]([NH2:25])=[S:24])[CH:19]=[CH:20][CH:21]=1.S(=O)(=O)(O)O. (2) Given the product [C:46]([N:30]1[CH2:29][CH2:28][C:27]([NH:26][C:24]([C:15]2[C:14]([NH:13][C:11]([NH:10][C:3]3[C:2]([CH3:1])=[CH:7][C:6]([CH3:8])=[CH:5][C:4]=3[CH3:9])=[O:12])=[CH:23][C:22]3[C:17](=[CH:18][CH:19]=[CH:20][CH:21]=3)[CH:16]=2)=[O:25])([C:33]([O:35][CH3:36])=[O:34])[CH2:32][CH2:31]1)(=[O:50])[CH2:47][CH2:48][CH3:49], predict the reactants needed to synthesize it. The reactants are: [CH3:1][C:2]1[CH:7]=[C:6]([CH3:8])[CH:5]=[C:4]([CH3:9])[C:3]=1[NH:10][C:11]([NH:13][C:14]1[C:15]([C:24]([NH:26][C:27]2([C:33]([O:35][CH3:36])=[O:34])[CH2:32][CH2:31][NH:30][CH2:29][CH2:28]2)=[O:25])=[CH:16][C:17]2[C:22]([CH:23]=1)=[CH:21][CH:20]=[CH:19][CH:18]=2)=[O:12].C(N(C(C)C)CC)(C)C.[C:46](Cl)(=[O:50])[CH2:47][CH2:48][CH3:49]. (3) Given the product [O:17]=[C:15]([N:25]1[CH2:26][CH2:27][CH2:28][CH:24]1[C:18]1[CH:23]=[CH:22][CH:21]=[CH:20][CH:19]=1)/[CH:14]=[CH:13]/[C:8]1[CH:7]=[C:6]2[C:11](=[N:10][CH:9]=1)[NH:12][C:3](=[O:2])[CH2:4][CH2:5]2, predict the reactants needed to synthesize it. The reactants are: Cl.[O:2]=[C:3]1[NH:12][C:11]2[N:10]=[CH:9][C:8](/[CH:13]=[CH:14]/[C:15]([OH:17])=O)=[CH:7][C:6]=2[CH2:5][CH2:4]1.[C:18]1([CH:24]2[CH2:28][CH2:27][CH2:26][NH:25]2)[CH:23]=[CH:22][CH:21]=[CH:20][CH:19]=1.CCN(C(C)C)C(C)C.CCN=C=NCCCN(C)C. (4) Given the product [CH2:22]([O:21][C:19](=[O:20])[CH2:18][O:1][C:2]1[CH:3]=[C:4]2[C:8](=[CH:9][CH:10]=1)[NH:7][CH:6]=[CH:5]2)[CH3:23], predict the reactants needed to synthesize it. The reactants are: [OH:1][C:2]1[CH:3]=[C:4]2[C:8](=[CH:9][CH:10]=1)[NH:7][CH:6]=[CH:5]2.C(=O)([O-])[O-].[K+].[K+].Br[CH2:18][C:19]([O:21][CH2:22][CH3:23])=[O:20]. (5) Given the product [CH3:1][O:2][C:3]1[C:8]([NH2:9])=[CH:7][CH:6]=[CH:5][N:4]=1, predict the reactants needed to synthesize it. The reactants are: [CH3:1][O:2][C:3]1[C:8]([N+:9]([O-])=O)=[CH:7][CH:6]=[CH:5][N:4]=1.[H][H]. (6) Given the product [Cl:1][C:2]1[CH:3]=[C:4]([CH:8]([NH:11][C:12]2[O:13][C:14]3[C:20]([O:21][CH3:22])=[CH:19][C:18]([C:23]([N:32]4[CH2:33][C@H:29]([O:28][CH2:26][CH3:27])[CH2:30][CH:31]4[CH2:34][OH:35])=[O:25])=[CH:17][C:15]=3[N:16]=2)[CH2:9][F:10])[CH:5]=[CH:6][CH:7]=1, predict the reactants needed to synthesize it. The reactants are: [Cl:1][C:2]1[CH:3]=[C:4]([CH:8]([NH:11][C:12]2[O:13][C:14]3[C:20]([O:21][CH3:22])=[CH:19][C:18]([C:23]([OH:25])=O)=[CH:17][C:15]=3[N:16]=2)[CH2:9][F:10])[CH:5]=[CH:6][CH:7]=1.[CH2:26]([O:28][C@H:29]1[CH2:33][NH:32][CH:31]([CH2:34][OH:35])[CH2:30]1)[CH3:27].C(N(CC)C(C)C)(C)C.CN(C(ON1N=NC2C=CC=NC1=2)=[N+](C)C)C.F[P-](F)(F)(F)(F)F.